Dataset: Reaction yield outcomes from USPTO patents with 853,638 reactions. Task: Predict the reaction yield, written as a fraction of the theoretical maximum amount of product (1.0 means a 100% yield; for example, 0.34 means a 34% yield). The reactants are [CH3:1][S:2](Cl)(=[O:4])=[O:3].[C:6]([N:13]1[CH2:18][CH2:17][CH:16]([OH:19])[CH2:15][CH2:14]1)([O:8][C:9]([CH3:12])([CH3:11])[CH3:10])=[O:7].CCN(CC)CC. The catalyst is C(Cl)Cl. The product is [C:6]([N:13]1[CH2:18][CH2:17][CH:16]([O:19][S:2]([CH3:1])(=[O:4])=[O:3])[CH2:15][CH2:14]1)([O:8][C:9]([CH3:12])([CH3:11])[CH3:10])=[O:7]. The yield is 0.940.